This data is from CYP2C19 inhibition data for predicting drug metabolism from PubChem BioAssay. The task is: Regression/Classification. Given a drug SMILES string, predict its absorption, distribution, metabolism, or excretion properties. Task type varies by dataset: regression for continuous measurements (e.g., permeability, clearance, half-life) or binary classification for categorical outcomes (e.g., BBB penetration, CYP inhibition). Dataset: cyp2c19_veith. (1) The compound is CCOCC(=O)Nc1cc(C(F)(F)F)ccc1Oc1cccc(Br)c1. The result is 1 (inhibitor). (2) The result is 1 (inhibitor). The drug is ClC(=Nc1cccc2ccccc12)N(c1ccccc1)c1ccccc1.